This data is from Peptide-MHC class I binding affinity with 185,985 pairs from IEDB/IMGT. The task is: Regression. Given a peptide amino acid sequence and an MHC pseudo amino acid sequence, predict their binding affinity value. This is MHC class I binding data. (1) The peptide sequence is VLQWASLAV. The MHC is HLA-A68:01 with pseudo-sequence HLA-A68:01. The binding affinity (normalized) is 0. (2) The peptide sequence is TPQDLNTML. The MHC is HLA-A24:02 with pseudo-sequence HLA-A24:02. The binding affinity (normalized) is 0. (3) The MHC is HLA-B18:01 with pseudo-sequence HLA-B18:01. The binding affinity (normalized) is 0.0547. The peptide sequence is SLVIVTTFV. (4) The peptide sequence is ILCWGELMTL. The MHC is Patr-A0701 with pseudo-sequence Patr-A0701. The binding affinity (normalized) is 0.259. (5) The peptide sequence is RAIVNKPML. The MHC is H-2-Kb with pseudo-sequence H-2-Kb. The binding affinity (normalized) is 0.450. (6) The peptide sequence is VTECKLIYY. The MHC is HLA-A02:03 with pseudo-sequence HLA-A02:03. The binding affinity (normalized) is 0.0847. (7) The peptide sequence is IGAHPIMYY. The MHC is HLA-A26:01 with pseudo-sequence HLA-A26:01. The binding affinity (normalized) is 0. (8) The peptide sequence is YRHDGGNVL. The MHC is Mamu-B17 with pseudo-sequence Mamu-B17. The binding affinity (normalized) is 0. (9) The MHC is HLA-B08:01 with pseudo-sequence HLA-B08:01. The peptide sequence is LPLAKPMVI. The binding affinity (normalized) is 0.505.